Dataset: Reaction yield outcomes from USPTO patents with 853,638 reactions. Task: Predict the reaction yield, written as a fraction of the theoretical maximum amount of product (1.0 means a 100% yield; for example, 0.34 means a 34% yield). The reactants are [F:1][C:2]1[CH:7]=[CH:6][C:5]([N:8]2[C:12]([CH2:13][O:14][C:15]3[N:16]=[CH:17][C:18]([C:21]([OH:23])=O)=[N:19][CH:20]=3)=[C:11]([CH3:24])[N:10]=[N:9]2)=[CH:4][CH:3]=1.[NH2:25][C:26]([CH3:30])([CH3:29])[CH2:27][OH:28]. No catalyst specified. The product is [OH:28][CH2:27][C:26]([NH:25][C:21]([C:18]1[CH:17]=[N:16][C:15]([O:14][CH2:13][C:12]2[N:8]([C:5]3[CH:4]=[CH:3][C:2]([F:1])=[CH:7][CH:6]=3)[N:9]=[N:10][C:11]=2[CH3:24])=[CH:20][N:19]=1)=[O:23])([CH3:30])[CH3:29]. The yield is 0.940.